The task is: Predict which catalyst facilitates the given reaction.. This data is from Catalyst prediction with 721,799 reactions and 888 catalyst types from USPTO. (1) Reactant: [C:1]([C:5]1[CH:9]=[C:8]([CH2:10][NH:11][C:12]([NH:14][C:15]2[CH:16]=[N:17][CH:18]=[C:19]([CH2:21][O:22][Si](C(C)(C)C)(C)C)[CH:20]=2)=[O:13])[N:7]([C:30]2[CH:35]=[CH:34][CH:33]=[C:32]([Cl:36])[CH:31]=2)[N:6]=1)([CH3:4])([CH3:3])[CH3:2].[F-].C([N+](CCCC)(CCCC)CCCC)CCC. Product: [C:1]([C:5]1[CH:9]=[C:8]([CH2:10][NH:11][C:12]([NH:14][C:15]2[CH:16]=[N:17][CH:18]=[C:19]([CH2:21][OH:22])[CH:20]=2)=[O:13])[N:7]([C:30]2[CH:35]=[CH:34][CH:33]=[C:32]([Cl:36])[CH:31]=2)[N:6]=1)([CH3:4])([CH3:2])[CH3:3]. The catalyst class is: 7. (2) Reactant: [Cl:1][C:2]1[CH:3]=[CH:4][C:5]([N+:9]([O-:11])=[O:10])=[C:6]([CH:8]=1)[NH2:7].N1C=CC=CC=1.[Cl:18][C:19]1[CH:27]=[CH:26][C:25]([N+:28]([O-:30])=[O:29])=[CH:24][C:20]=1[C:21](Cl)=[O:22]. Product: [Cl:18][C:19]1[CH:27]=[CH:26][C:25]([N+:28]([O-:30])=[O:29])=[CH:24][C:20]=1[C:21]([NH:7][C:6]1[CH:8]=[C:2]([Cl:1])[CH:3]=[CH:4][C:5]=1[N+:9]([O-:11])=[O:10])=[O:22]. The catalyst class is: 4. (3) Reactant: I[C:2]1[CH:7]=[CH:6][N:5]2[C:8](=[O:11])[NH:9][N:10]=[C:4]2[CH:3]=1.[CH:12]1([NH:15][C:16](=[O:34])[C:17]2[CH:22]=[C:21](B3OC(C)(C)C(C)(C)O3)[C:20]([CH3:32])=[C:19]([F:33])[CH:18]=2)[CH2:14][CH2:13]1.C(=O)([O-])[O-].[Cs+].[Cs+].ClCCl. Product: [CH:12]1([NH:15][C:16](=[O:34])[C:17]2[CH:22]=[C:21]([C:2]3[CH:7]=[CH:6][N:5]4[C:8](=[O:11])[NH:9][N:10]=[C:4]4[CH:3]=3)[C:20]([CH3:32])=[C:19]([F:33])[CH:18]=2)[CH2:13][CH2:14]1. The catalyst class is: 12. (4) Reactant: [CH2:1]([N:8]([CH2:17][C:18]1[CH:23]=[CH:22][CH:21]=[CH:20][CH:19]=1)[CH:9]1[CH2:14][CH2:13][CH:12]([NH:15][CH3:16])[CH2:11][CH2:10]1)[C:2]1[CH:7]=[CH:6][CH:5]=[CH:4][CH:3]=1.[CH3:24][S:25](Cl)(=[O:27])=[O:26]. Product: [CH2:17]([N:8]([CH2:1][C:2]1[CH:3]=[CH:4][CH:5]=[CH:6][CH:7]=1)[CH:9]1[CH2:14][CH2:13][CH:12]([N:15]([CH3:16])[S:25]([CH3:24])(=[O:27])=[O:26])[CH2:11][CH2:10]1)[C:18]1[CH:23]=[CH:22][CH:21]=[CH:20][CH:19]=1. The catalyst class is: 2.